Dataset: Catalyst prediction with 721,799 reactions and 888 catalyst types from USPTO. Task: Predict which catalyst facilitates the given reaction. (1) Reactant: [C:1]12([C:11](=[O:22])[CH2:12][S:13][CH2:14][C:15]3[CH:20]=[CH:19][C:18]([Cl:21])=[CH:17][CH:16]=3)[CH2:10][CH:5]3[CH2:6][CH:7]([CH2:9][CH:3]([CH2:4]3)[CH2:2]1)[CH2:8]2.C1C=C(Cl)C=C(C(OO)=[O:31])C=1. Product: [C:1]12([C:11](=[O:22])[CH2:12][S:13]([CH2:14][C:15]3[CH:20]=[CH:19][C:18]([Cl:21])=[CH:17][CH:16]=3)=[O:31])[CH2:2][CH:3]3[CH2:9][CH:7]([CH2:6][CH:5]([CH2:4]3)[CH2:10]1)[CH2:8]2. The catalyst class is: 2. (2) Reactant: [C-:1]#[N:2].[Na+].[CH:4]([C:7]1[C:15]2[C:10](=[CH:11][CH:12]=[C:13]([O:16][C:17]3[C:24]([C:25]([F:28])([F:27])[F:26])=[CH:23][C:20]([CH2:21]Br)=[CH:19][C:18]=3[C:29]([F:32])([F:31])[F:30])[CH:14]=2)[NH:9][CH:8]=1)([CH3:6])[CH3:5]. Product: [CH:4]([C:7]1[C:15]2[C:10](=[CH:11][CH:12]=[C:13]([O:16][C:17]3[C:24]([C:25]([F:28])([F:27])[F:26])=[CH:23][C:20]([CH2:21][C:1]#[N:2])=[CH:19][C:18]=3[C:29]([F:32])([F:31])[F:30])[CH:14]=2)[NH:9][CH:8]=1)([CH3:6])[CH3:5]. The catalyst class is: 35.